From a dataset of Full USPTO retrosynthesis dataset with 1.9M reactions from patents (1976-2016). Predict the reactants needed to synthesize the given product. Given the product [CH:10]([C:26]1[CH:27]=[CH:7][C:5]([C:2]2[S:3][C:4]([CH3:25])=[C:5]([CH2:7][CH2:8][O:9][C:10]3[CH:11]=[C:12]4[C:16](=[CH:17][CH:18]=3)[C@H:15]([CH2:19][C:20]([OH:22])=[O:21])[CH2:14][CH2:13]4)[N:6]=2)=[CH:4][CH:25]=1)([CH3:11])[CH3:18], predict the reactants needed to synthesize it. The reactants are: Br[C:2]1[S:3][C:4]([CH3:25])=[C:5]([CH2:7][CH2:8][O:9][C:10]2[CH:11]=[C:12]3[C:16](=[CH:17][CH:18]=2)[C@H:15]([CH2:19][C:20]([O:22]CC)=[O:21])[CH2:14][CH2:13]3)[N:6]=1.[CH3:26][CH2:27]O.[Li+].[OH-].